From a dataset of Catalyst prediction with 721,799 reactions and 888 catalyst types from USPTO. Predict which catalyst facilitates the given reaction. (1) Reactant: [CH3:1][C:2]1[N:3]=[CH:4][S:5][C:6]=1[C:7]1[CH:14]=[CH:13][C:10]([C:11]#[N:12])=[CH:9][CH:8]=1.[H-].[H-].[H-].[H-].[Li+].[Al+3]. Product: [CH3:1][C:2]1[N:3]=[CH:4][S:5][C:6]=1[C:7]1[CH:14]=[CH:13][C:10]([CH2:11][NH2:12])=[CH:9][CH:8]=1. The catalyst class is: 7. (2) Reactant: C[O:2][C:3]([C@@H:5]1[CH2:39][C@@H:38]2[CH2:40][N:6]1[C:7](=[O:50])[C@H:8]([C:43]1([CH3:49])[CH2:48][CH2:47][CH2:46][CH2:45][CH2:44]1)[NH:9][C:10](=[O:42])[O:11][C@@H:12]1[CH2:41][C@H:13]1[CH2:14][CH2:15][CH2:16][CH2:17][CH2:18][C:19]1[C:20]([O:37]2)=[N:21][C:22]2[CH:23]=[CH:24][CH:25]=[CH:26][C:27]=2[C:28]=1[O:29][CH:30]1[CH2:35][CH2:34][N:33]([CH3:36])[CH2:32][CH2:31]1)=[O:4].O.[OH-].[Li+].CO.C(O)(=O)C. Product: [CH3:49][C:43]1([C@H:8]2[C:7](=[O:50])[N:6]3[CH2:40][C@@H:38]([CH2:39][C@H:5]3[C:3]([OH:4])=[O:2])[O:37][C:20]3=[N:21][C:22]4[CH:23]=[CH:24][CH:25]=[CH:26][C:27]=4[C:28]([O:29][CH:30]4[CH2:35][CH2:34][N:33]([CH3:36])[CH2:32][CH2:31]4)=[C:19]3[CH2:18][CH2:17][CH2:16][CH2:15][CH2:14][C@@H:13]3[CH2:41][C@H:12]3[O:11][C:10](=[O:42])[NH:9]2)[CH2:48][CH2:47][CH2:46][CH2:45][CH2:44]1. The catalyst class is: 90.